This data is from Full USPTO retrosynthesis dataset with 1.9M reactions from patents (1976-2016). The task is: Predict the reactants needed to synthesize the given product. (1) Given the product [CH3:23][C:14]1[CH:15]=[C:16]([NH:19][C:20]2[S:21][CH:3]=[C:4]([C:6]3[CH:11]=[CH:10][N:9]=[CH:8][CH:7]=3)[N:22]=2)[CH:17]=[CH:18][C:13]=1[OH:12], predict the reactants needed to synthesize it. The reactants are: Br.Br[CH2:3][C:4]([C:6]1[CH:11]=[CH:10][N:9]=[CH:8][CH:7]=1)=O.[OH:12][C:13]1[CH:18]=[CH:17][C:16]([NH:19][C:20]([NH2:22])=[S:21])=[CH:15][C:14]=1[CH3:23].N. (2) Given the product [Cl:18][C:8]1[CH:9]=[C:10]([C:14]([F:17])([F:16])[F:15])[CH:11]=[C:12]([Cl:13])[C:7]=1[N:6]1[C:2]([NH:25][CH3:24])=[C:3]([N+:21]([O-:23])=[O:22])[C:4]([C:19]#[N:20])=[N:5]1, predict the reactants needed to synthesize it. The reactants are: Br[C:2]1[N:6]([C:7]2[C:12]([Cl:13])=[CH:11][C:10]([C:14]([F:17])([F:16])[F:15])=[CH:9][C:8]=2[Cl:18])[N:5]=[C:4]([C:19]#[N:20])[C:3]=1[N+:21]([O-:23])=[O:22].[CH3:24][NH2:25].O. (3) Given the product [CH:1]([O:4][C:5]1[CH:6]=[CH:7][C:8]([O:11][C:12]2[CH:31]=[CH:30][CH:29]=[C:14]([CH:15]=[C:16]3[CH2:17][CH2:18][NH:19][CH2:20][CH2:21]3)[CH:13]=2)=[N:9][CH:10]=1)([CH3:3])[CH3:2], predict the reactants needed to synthesize it. The reactants are: [CH:1]([O:4][C:5]1[CH:6]=[CH:7][C:8]([O:11][C:12]2[CH:13]=[C:14]([CH:29]=[CH:30][CH:31]=2)[CH:15]=[C:16]2[CH2:21][CH2:20][N:19](C(OC(C)(C)C)=O)[CH2:18][CH2:17]2)=[N:9][CH:10]=1)([CH3:3])[CH3:2].C(O)(C(F)(F)F)=O. (4) Given the product [NH2:18][C:4]1[CH:5]=[C:6]([CH2:9][CH2:10][C:11]([O:13][C:14]([CH3:17])([CH3:16])[CH3:15])=[O:12])[CH:7]=[CH:8][C:3]=1[C:1]#[N:2], predict the reactants needed to synthesize it. The reactants are: [C:1]([C:3]1[CH:8]=[CH:7][C:6](/[CH:9]=[CH:10]/[C:11]([O:13][C:14]([CH3:17])([CH3:16])[CH3:15])=[O:12])=[CH:5][C:4]=1[N+:18]([O-])=O)#[N:2].[H][H].